Dataset: Full USPTO retrosynthesis dataset with 1.9M reactions from patents (1976-2016). Task: Predict the reactants needed to synthesize the given product. (1) Given the product [NH2:1][C:2]1[N:7]=[C:6]([NH:8][CH2:9][CH2:10][CH2:11][CH3:12])[C:5]([S:13][C:14]2[CH:19]=[CH:18][C:17]([CH2:26][C:27]([OH:24])=[O:28])=[CH:16][CH:15]=2)=[C:4]([CH3:23])[N:3]=1, predict the reactants needed to synthesize it. The reactants are: [NH2:1][C:2]1[N:7]=[C:6]([NH:8][CH2:9][CH2:10][CH2:11][CH3:12])[C:5]([S:13][C:14]2[CH:19]=[CH:18][C:17](CC#N)=[CH:16][CH:15]=2)=[C:4]([CH3:23])[N:3]=1.[OH-:24].[K+].[CH3:26][CH2:27][OH:28]. (2) Given the product [C:1]1([C:7]2[O:11][N:10]=[C:9]([C:12]([OH:14])=[O:13])[C:8]=2[CH2:16][CH2:17][C:18]([F:20])([F:21])[F:19])[CH:2]=[CH:3][CH:4]=[CH:5][CH:6]=1, predict the reactants needed to synthesize it. The reactants are: [C:1]1([C:7]2[O:11][N:10]=[C:9]([C:12]([O:14]C)=[O:13])[C:8]=2[CH2:16][CH2:17][C:18]([F:21])([F:20])[F:19])[CH:6]=[CH:5][CH:4]=[CH:3][CH:2]=1.[OH-].[Na+].C(O)(=O)C. (3) Given the product [Cl:1][C:2]1[CH:7]=[CH:6][C:5]([N:8]2[CH2:12][C:11]3([CH2:17][CH2:16][CH2:15][CH2:14][CH2:13]3)[N:10]([CH2:23][C:24]([C:26]3[CH:31]=[CH:30][C:29]([Cl:32])=[C:28]([CH3:33])[CH:27]=3)=[O:25])[C:9]2=[O:18])=[C:4]([F:19])[CH:3]=1, predict the reactants needed to synthesize it. The reactants are: [Cl:1][C:2]1[CH:7]=[CH:6][C:5]([N:8]2[CH2:12][C:11]3([CH2:17][CH2:16][CH2:15][CH2:14][CH2:13]3)[NH:10][C:9]2=[O:18])=[C:4]([F:19])[CH:3]=1.[H-].[Na+].Br[CH2:23][C:24]([C:26]1[CH:31]=[CH:30][C:29]([Cl:32])=[C:28]([CH3:33])[CH:27]=1)=[O:25].NC(N)=O. (4) Given the product [CH2:34]([N:4]([CH2:1][CH2:2][CH3:3])[CH2:5][CH2:6][CH2:7][CH2:8][CH:9]1[CH2:17][C:16]2[C:11](=[CH:12][CH:13]=[C:14]([CH2:18][N:19]3[C:20](=[O:29])[C:21]4[C:26](=[CH:25][CH:24]=[CH:23][CH:22]=4)[C:27]3=[O:28])[CH:15]=2)[CH:10]1[O:30][CH3:31])[CH2:35][CH3:36], predict the reactants needed to synthesize it. The reactants are: [CH2:1]([N:4]([CH2:34][CH2:35][CH3:36])[CH2:5][CH2:6][CH2:7][CH2:8][CH:9]1[CH2:17][C:16]2[C:11](=[CH:12][CH:13]=[C:14]([CH2:18][N:19]3[C:27](=[O:28])[C:26]4[C:21](=[CH:22][CH:23]=[CH:24][CH:25]=4)[C:20]3=[O:29])[CH:15]=2)[CH:10]1[O:30][CH2:31]OC)[CH2:2][CH3:3].Cl.CO. (5) Given the product [F:10][C:9]1[C:2]([N:11]2[CH2:16][CH2:15][O:14][CH2:13][CH2:12]2)=[C:3]([CH:6]=[CH:7][CH:8]=1)[CH:4]=[O:5], predict the reactants needed to synthesize it. The reactants are: F[C:2]1[C:9]([F:10])=[CH:8][CH:7]=[CH:6][C:3]=1[CH:4]=[O:5].[NH:11]1[CH2:16][CH2:15][O:14][CH2:13][CH2:12]1.C(=O)([O-])[O-].[K+].[K+].CS(C)=O.